Dataset: NCI-60 drug combinations with 297,098 pairs across 59 cell lines. Task: Regression. Given two drug SMILES strings and cell line genomic features, predict the synergy score measuring deviation from expected non-interaction effect. (1) Drug 1: C1C(C(OC1N2C=NC3=C(N=C(N=C32)Cl)N)CO)O. Drug 2: CCC1(C2=C(COC1=O)C(=O)N3CC4=CC5=C(C=CC(=C5CN(C)C)O)N=C4C3=C2)O.Cl. Cell line: HCT-15. Synergy scores: CSS=46.1, Synergy_ZIP=-4.11, Synergy_Bliss=-1.86, Synergy_Loewe=-4.34, Synergy_HSA=-2.42. (2) Drug 1: C1=NC2=C(N1)C(=S)N=CN2. Drug 2: C1CN(CCN1C(=O)CCBr)C(=O)CCBr. Cell line: OVCAR-4. Synergy scores: CSS=33.7, Synergy_ZIP=0.748, Synergy_Bliss=2.74, Synergy_Loewe=-19.6, Synergy_HSA=0.293. (3) Synergy scores: CSS=24.6, Synergy_ZIP=-3.98, Synergy_Bliss=-7.34, Synergy_Loewe=-8.45, Synergy_HSA=-7.54. Drug 2: CCCCC(=O)OCC(=O)C1(CC(C2=C(C1)C(=C3C(=C2O)C(=O)C4=C(C3=O)C=CC=C4OC)O)OC5CC(C(C(O5)C)O)NC(=O)C(F)(F)F)O. Cell line: TK-10. Drug 1: CC1=C2C(C(=O)C3(C(CC4C(C3C(C(C2(C)C)(CC1OC(=O)C(C(C5=CC=CC=C5)NC(=O)C6=CC=CC=C6)O)O)OC(=O)C7=CC=CC=C7)(CO4)OC(=O)C)O)C)OC(=O)C. (4) Drug 1: CNC(=O)C1=CC=CC=C1SC2=CC3=C(C=C2)C(=NN3)C=CC4=CC=CC=N4. Drug 2: COC1=C2C(=CC3=C1OC=C3)C=CC(=O)O2. Cell line: EKVX. Synergy scores: CSS=2.89, Synergy_ZIP=-1.68, Synergy_Bliss=-1.63, Synergy_Loewe=-5.05, Synergy_HSA=-1.99. (5) Drug 1: C1CC(C1)(C(=O)O)C(=O)O.[NH2-].[NH2-].[Pt+2]. Drug 2: CC1CCC2CC(C(=CC=CC=CC(CC(C(=O)C(C(C(=CC(C(=O)CC(OC(=O)C3CCCCN3C(=O)C(=O)C1(O2)O)C(C)CC4CCC(C(C4)OC)OCCO)C)C)O)OC)C)C)C)OC. Synergy scores: CSS=-1.17, Synergy_ZIP=0.162, Synergy_Bliss=-1.21, Synergy_Loewe=-74.7, Synergy_HSA=-3.23. Cell line: SNB-75. (6) Drug 1: CC1CCC2CC(C(=CC=CC=CC(CC(C(=O)C(C(C(=CC(C(=O)CC(OC(=O)C3CCCCN3C(=O)C(=O)C1(O2)O)C(C)CC4CCC(C(C4)OC)O)C)C)O)OC)C)C)C)OC. Drug 2: C(CC(=O)O)C(=O)CN.Cl. Cell line: NCI-H226. Synergy scores: CSS=2.32, Synergy_ZIP=0.404, Synergy_Bliss=1.64, Synergy_Loewe=0.252, Synergy_HSA=-0.387. (7) Drug 2: C(CCl)NC(=O)N(CCCl)N=O. Cell line: HOP-62. Synergy scores: CSS=10.4, Synergy_ZIP=-2.33, Synergy_Bliss=1.48, Synergy_Loewe=3.60, Synergy_HSA=0.683. Drug 1: CC1=C(C=C(C=C1)NC(=O)C2=CC=C(C=C2)CN3CCN(CC3)C)NC4=NC=CC(=N4)C5=CN=CC=C5. (8) Drug 1: CC1=C(C=C(C=C1)NC2=NC=CC(=N2)N(C)C3=CC4=NN(C(=C4C=C3)C)C)S(=O)(=O)N.Cl. Drug 2: C1=NC2=C(N1)C(=S)N=C(N2)N. Cell line: OVCAR-4. Synergy scores: CSS=21.4, Synergy_ZIP=-8.91, Synergy_Bliss=-5.03, Synergy_Loewe=-15.6, Synergy_HSA=-4.35.